From a dataset of Forward reaction prediction with 1.9M reactions from USPTO patents (1976-2016). Predict the product of the given reaction. Given the reactants [CH2:1]1[C:10]2[C:5](=[CH:6][C:7]([OH:12])=[CH:8][C:9]=2[OH:11])[O:4][C@H:3]([C:13]2[CH:18]=[CH:17][C:16]([OH:19])=[C:15]([OH:20])[CH:14]=2)[C@H:2]1[OH:21].[CH:22]1[C:27]([C@H:28]2[O:37][C:36]3[CH:35]=[C:34]([OH:38])[CH:33]=[C:32]([OH:39])[C:31]=3[CH2:30][C@H:29]2[OH:40])=[CH:26][C:25]([OH:41])=[C:24]([OH:42])[CH:23]=1.C(=O)/C=C/C1C=CC=CC=1, predict the reaction product. The product is: [CH:18]1[C:13]([CH:3]2[O:4][C:5]3[CH:6]=[C:7]([OH:12])[CH:8]=[C:9]([OH:11])[C:10]=3[CH2:1][CH:2]2[OH:21])=[CH:14][C:15]([OH:20])=[C:16]([OH:19])[CH:17]=1.[CH:22]1[C:27]([C@@H:28]2[O:37][C:36]3[CH:35]=[C:34]([OH:38])[CH:33]=[C:32]([OH:39])[C:31]=3[CH2:30][C@@H:29]2[OH:40])=[CH:26][C:25]([OH:41])=[C:24]([OH:42])[CH:23]=1.